Dataset: Reaction yield outcomes from USPTO patents with 853,638 reactions. Task: Predict the reaction yield, written as a fraction of the theoretical maximum amount of product (1.0 means a 100% yield; for example, 0.34 means a 34% yield). The reactants are [F:1][C:2]([F:9])([S:5]([O-:8])(=[O:7])=[O:6])[CH2:3]O.[CH2:10]([N+:17]([CH3:20])([CH3:19])[CH3:18])[C:11]1[CH:16]=[CH:15][CH:14]=[CH:13][CH:12]=1.FC(F)(S([O-])(=O)=O)CO.C1([S+](C2C=CC=CC=2)C2C=CC=CC=2)C=CC=CC=1.[Cl:49][CH2:50][CH2:51][CH2:52]C(Cl)=O.Cl. The catalyst is C(Cl)Cl.CN(C)C1C=CN=CC=1.C(N(CC)CC)C. The product is [Cl:49][CH2:50][CH2:51][CH2:52][CH2:3][C:2]([F:9])([F:1])[S:5]([O-:8])(=[O:7])=[O:6].[CH2:10]([N+:17]([CH3:20])([CH3:19])[CH3:18])[C:11]1[CH:16]=[CH:15][CH:14]=[CH:13][CH:12]=1. The yield is 0.740.